This data is from Catalyst prediction with 721,799 reactions and 888 catalyst types from USPTO. The task is: Predict which catalyst facilitates the given reaction. (1) Reactant: [CH3:1][NH2:2].[N+:3]([C:6]1[CH:7]=[C:8]([CH2:12][S:13](Cl)(=[O:15])=[O:14])[CH:9]=[CH:10][CH:11]=1)([O-:5])=[O:4]. Product: [N+:3]([C:6]1[CH:7]=[C:8]([CH2:12][S:13]([NH:2][CH3:1])(=[O:15])=[O:14])[CH:9]=[CH:10][CH:11]=1)([O-:5])=[O:4]. The catalyst class is: 48. (2) Reactant: [F:1][C:2]([F:10])([F:9])[CH2:3][CH2:4][CH2:5][C:6]([OH:8])=O.CCN=C=NCCCN(C)C.C1C=CC2N(O)N=NC=2C=1.CCN(C(C)C)C(C)C.Cl.[S:42]1[CH:46]=[CH:45][N:44]=[C:43]1[C:47]1[N:51]=[C:50]([CH:52]2[CH2:57][CH2:56][NH:55][CH2:54][CH2:53]2)[O:49][N:48]=1. Product: [F:9][C:2]([F:1])([F:10])[CH2:3][CH2:4][CH2:5][C:6]([N:55]1[CH2:54][CH2:53][CH:52]([C:50]2[O:49][N:48]=[C:47]([C:43]3[S:42][CH:46]=[CH:45][N:44]=3)[N:51]=2)[CH2:57][CH2:56]1)=[O:8]. The catalyst class is: 3.